From a dataset of Forward reaction prediction with 1.9M reactions from USPTO patents (1976-2016). Predict the product of the given reaction. (1) Given the reactants [C:1]([C:4]1[N:9]=[C:8]([C:10]([O:12][CH2:13][CH3:14])=[O:11])[C:7]([O:15]C(=O)C)=[CH:6][CH:5]=1)(=[O:3])[CH3:2].[Br:19]Br, predict the reaction product. The product is: [BrH:19].[Br:19][CH2:2][C:1]([C:4]1[N:9]=[C:8]([C:10]([O:12][CH2:13][CH3:14])=[O:11])[C:7]([OH:15])=[CH:6][CH:5]=1)=[O:3]. (2) Given the reactants C([N:4](CC=C)[S:5]([C:8]1[CH:9]=[N:10][CH:11]=[CH:12][C:13]=1[NH:14][S:15]([C:18]1[CH:23]=[CH:22][CH:21]=[C:20]([C:24]2[CH:25]=[N:26][C:27]([O:31][CH3:32])=[C:28]([Cl:30])[CH:29]=2)[CH:19]=1)(=[O:17])=[O:16])(=[O:7])=[O:6])C=C.CN1C(=O)CC(=O)N(C)C1=O, predict the reaction product. The product is: [Cl:30][C:28]1[CH:29]=[C:24]([C:20]2[CH:19]=[C:18]([S:15]([NH:14][C:13]3[CH:12]=[CH:11][N:10]=[CH:9][C:8]=3[S:5]([NH2:4])(=[O:6])=[O:7])(=[O:16])=[O:17])[CH:23]=[CH:22][CH:21]=2)[CH:25]=[N:26][C:27]=1[O:31][CH3:32].